Task: Predict the product of the given reaction.. Dataset: Forward reaction prediction with 1.9M reactions from USPTO patents (1976-2016) Given the reactants CC(OC(/N=N/C(OC(C)C)=O)=O)C.[F:15][C:16]([F:25])([F:24])[CH:17]1[CH2:22][CH2:21][CH:20](O)[CH2:19][CH2:18]1.[F:26][C:27]([F:39])([F:38])[C:28]1[C:32]([C:33]([O:35][CH2:36][CH3:37])=[O:34])=[CH:31][NH:30][N:29]=1.C1C=CC(P(C2C=CC=CC=2)C2C=CC=CC=2)=CC=1, predict the reaction product. The product is: [F:39][C:27]([F:26])([F:38])[C:28]1[C:32]([C:33]([O:35][CH2:36][CH3:37])=[O:34])=[CH:31][N:30]([CH:20]2[CH2:21][CH2:22][CH:17]([C:16]([F:25])([F:24])[F:15])[CH2:18][CH2:19]2)[N:29]=1.